Dataset: Full USPTO retrosynthesis dataset with 1.9M reactions from patents (1976-2016). Task: Predict the reactants needed to synthesize the given product. (1) Given the product [C:11]1([N:9]2[C:8]3[CH:17]=[C:18]([C:21]([NH:35][CH2:34][CH2:33][CH2:32][NH:31][C:26]4[CH:27]=[CH:28][CH:29]=[CH:30][N:25]=4)=[O:22])[CH:19]=[CH:20][C:7]=3[O:6][CH:5]([CH2:4][C:3]([O:2][CH3:1])=[O:24])[CH2:10]2)[CH:16]=[CH:15][CH:14]=[CH:13][CH:12]=1, predict the reactants needed to synthesize it. The reactants are: [CH3:1][O:2][C:3](=[O:24])[CH2:4][CH:5]1[CH2:10][N:9]([C:11]2[CH:16]=[CH:15][CH:14]=[CH:13][CH:12]=2)[C:8]2[CH:17]=[C:18]([C:21](O)=[O:22])[CH:19]=[CH:20][C:7]=2[O:6]1.[N:25]1[CH:30]=[CH:29][CH:28]=[CH:27][C:26]=1[NH:31][CH2:32][CH2:33][CH2:34][NH2:35].CCN=C=NCCCN(C)C.Cl.Cl.O. (2) The reactants are: [F:1]/[C:2](=[C:4]1\[CH2:5][CH2:6][C@@H:7]2[C@:21]\1([CH3:22])[CH2:20][CH2:19][C@H:18]1[C@H:8]2[CH2:9][CH:10]=[C:11]2[C@:16]1([CH3:17])[CH2:15][CH2:14][C@H:13]([OH:23])[CH2:12]2)/[CH3:3].CC([Si](C)(C)O[C@H]1CC[C@@]2(C)C(=CC[C@@H]3[C@@H]2CC[C@@]2(C)[C@H]3CC/C/2=C(\F)/C)C1)(C)C. Given the product [F:1]/[C:2](=[C:4]1/[CH2:5][CH2:6][C@@H:7]2[C@:21]/1([CH3:22])[CH2:20][CH2:19][C@H:18]1[C@H:8]2[CH2:9][CH:10]=[C:11]2[C@:16]1([CH3:17])[CH2:15][CH2:14][C@H:13]([OH:23])[CH2:12]2)/[CH3:3], predict the reactants needed to synthesize it. (3) Given the product [C:43]([C:42]1[CH:41]=[C:40]([S:37]([N:35]2[CH2:34][CH2:33][S:32][C@H:31]2[C:29]([O:28][C@H:17]([C:9]2[CH:10]=[CH:11][C:12]([O:13][CH:14]([F:16])[F:15])=[C:7]([O:6][CH2:5][CH:2]3[CH2:4][CH2:3]3)[CH:8]=2)[CH2:18][C:19]2[C:24]([Cl:25])=[CH:23][N+:22]([O-:26])=[CH:21][C:20]=2[Cl:27])=[O:30])(=[O:39])=[O:38])[CH:48]=[CH:47][CH:46]=1)([OH:45])=[O:44], predict the reactants needed to synthesize it. The reactants are: Cl.[CH:2]1([CH2:5][O:6][C:7]2[CH:8]=[C:9]([C@@H:17]([O:28][C:29]([C@H:31]3[NH:35][CH2:34][CH2:33][S:32]3)=[O:30])[CH2:18][C:19]3[C:24]([Cl:25])=[CH:23][N+:22]([O-:26])=[CH:21][C:20]=3[Cl:27])[CH:10]=[CH:11][C:12]=2[O:13][CH:14]([F:16])[F:15])[CH2:4][CH2:3]1.Cl[S:37]([C:40]1[CH:41]=[C:42]([CH:46]=[CH:47][CH:48]=1)[C:43]([OH:45])=[O:44])(=[O:39])=[O:38]. (4) Given the product [Cl:25][C:4]1[C:5]([C:8]([F:24])([F:23])[CH2:9][NH:10][C:11](=[O:22])[C:12]2[CH:17]=[CH:16][CH:15]=[CH:14][C:13]=2[C:18]([F:21])([F:20])[F:19])=[N:6][CH:7]=[C:2]([C:30]2[CH:31]=[CH:32][C:27]([Cl:26])=[CH:28][CH:29]=2)[CH:3]=1, predict the reactants needed to synthesize it. The reactants are: Br[C:2]1[CH:3]=[C:4]([Cl:25])[C:5]([C:8]([F:24])([F:23])[CH2:9][NH:10][C:11](=[O:22])[C:12]2[CH:17]=[CH:16][CH:15]=[CH:14][C:13]=2[C:18]([F:21])([F:20])[F:19])=[N:6][CH:7]=1.[Cl:26][C:27]1[CH:32]=[CH:31][C:30](B(O)O)=[CH:29][CH:28]=1.C(=O)([O-])[O-].[Cs+].[Cs+].